Predict which catalyst facilitates the given reaction. From a dataset of Catalyst prediction with 721,799 reactions and 888 catalyst types from USPTO. (1) Product: [F:25][C:22]1[CH:21]=[N:20][C:19]([N:16]2[C:6]3[CH2:7][C@H:2]([CH3:1])[N:3]([C:9]([O:11][C:12]([CH3:15])([CH3:14])[CH3:13])=[O:10])[CH2:4][C:5]=3[N:18]=[N:17]2)=[N:24][CH:23]=1. The catalyst class is: 308. Reactant: [CH3:1][C@H:2]1[CH2:7][C:6](=O)[CH2:5][CH2:4][N:3]1[C:9]([O:11][C:12]([CH3:15])([CH3:14])[CH3:13])=[O:10].[N:16]([C:19]1[N:24]=[CH:23][C:22]([F:25])=[CH:21][N:20]=1)=[N+:17]=[N-:18].N1CCCC1.C([O-])(O)=O.[Na+].C1C=C(Cl)C=C(C(OO)=O)C=1.[OH-].[Na+]. (2) Reactant: [O:1]1[CH2:5][CH2:4][O:3][CH:2]1[CH2:6][CH2:7][CH2:8][CH2:9][CH2:10][CH2:11][CH2:12][CH2:13][O:14][C:15]1[CH:16]=[C:17]([CH:28]=[C:29]([Br:31])[CH:30]=1)[C:18](OCC1C=CC=CC=1)=[O:19].[H-].[Al+3].[Li+].[H-].[H-].[H-]. Product: [O:1]1[CH2:5][CH2:4][O:3][CH:2]1[CH2:6][CH2:7][CH2:8][CH2:9][CH2:10][CH2:11][CH2:12][CH2:13][O:14][C:15]1[CH:16]=[C:17]([CH2:18][OH:19])[CH:28]=[C:29]([Br:31])[CH:30]=1. The catalyst class is: 7. (3) Reactant: Cl[CH2:2][C:3]1[N:4]([CH2:17][CH:18]([CH3:20])[CH3:19])[C:5]2[C:14]3[CH:13]=[CH:12][CH:11]=[CH:10][C:9]=3[N:8]=[C:7]([NH2:15])[C:6]=2[N:16]=1.[NH:21]1[CH2:26][CH2:25][NH:24][CH2:23][CH2:22]1.C(N(CC)C(C)C)(C)C. Product: [CH3:19][CH:18]([CH3:20])[CH2:17][N:4]1[C:5]2[C:14]3[CH:13]=[CH:12][CH:11]=[CH:10][C:9]=3[N:8]=[C:7]([NH2:15])[C:6]=2[N:16]=[C:3]1[CH2:2][N:21]1[CH2:26][CH2:25][NH:24][CH2:23][CH2:22]1. The catalyst class is: 10. (4) Reactant: [F:1][C:2]1[CH:7]=[CH:6][CH:5]=[C:4]([F:8])[C:3]=1[C:9]1[NH:17][C:16]2[CH2:15][CH2:14][N:13]([C:18]3[N:19]=[C:20]([C:24]4[CH:25]=[N:26][CH:27]=[CH:28][CH:29]=4)[S:21][C:22]=3[CH3:23])[CH2:12][C:11]=2[CH:10]=1.[I:30]N1C(=O)CCC1=O. Product: [F:1][C:2]1[CH:7]=[CH:6][CH:5]=[C:4]([F:8])[C:3]=1[C:9]1[NH:17][C:16]2[CH2:15][CH2:14][N:13]([C:18]3[N:19]=[C:20]([C:24]4[CH:25]=[N:26][CH:27]=[CH:28][CH:29]=4)[S:21][C:22]=3[CH3:23])[CH2:12][C:11]=2[C:10]=1[I:30]. The catalyst class is: 31. (5) Reactant: C(N(CCCCCCCC)CCCCCCCC)CCCCCCC.C([NH+](CCCCCCCC)CCCCCCCC)CCCCCCC.C(N(CCCC)CCCC)CCC.[P:64]([O:72][CH2:73][C@H:74]1[O:78][C@@H:77]([N:79]2[C:88]3[N:87]=[CH:86][N:85]=[C:83]([NH2:84])[C:82]=3[N:81]=[CH:80]2)[C@H:76]([OH:89])[C@@H:75]1[OH:90])([O:67][P:68]([OH:71])([OH:70])=[O:69])(=[O:66])[OH:65].C([NH+](CCCC)CCCC)CCC.C([N:106]1[CH:110]=[CH:109][N:108]=[CH:107]1)([N:106]1[CH:110]=[CH:109][N:108]=[CH:107]1)=O. Product: [P:64]([O:72][CH2:73][C@H:74]1[O:78][C@@H:77]([N:79]2[C:88]3[N:87]=[CH:86][N:85]=[C:83]([NH2:84])[C:82]=3[N:81]=[CH:80]2)[C@H:76]([OH:89])[C@@H:75]1[OH:90])([O:67][P:68]([OH:70])([OH:71])=[O:69])(=[O:65])[OH:66].[N-:106]1[CH:110]=[CH:109][N:108]=[CH:107]1. The catalyst class is: 3. (6) Reactant: [Cl:1][C:2]1[CH:32]=[CH:31][CH:30]=[CH:29][C:3]=1[C:4]([NH:6]C(=O)NC1SC2C=C(S(CCNC3CCC3)(=O)=O)C=CC=2N=1)=[O:5].[C:33](=[O:36])([O-])[O-].[K+].[K+].[CH2:39](Br)C. Product: [Cl:1][C:2]1[CH:32]=[CH:31][C:30]([O:36][CH2:33][CH3:39])=[CH:29][C:3]=1[C:4]([NH2:6])=[O:5]. The catalyst class is: 3.